The task is: Binary Classification. Given a T-cell receptor sequence (or CDR3 region) and an epitope sequence, predict whether binding occurs between them.. This data is from TCR-epitope binding with 47,182 pairs between 192 epitopes and 23,139 TCRs. (1) The epitope is GMFNMLSTVLGVS. The TCR CDR3 sequence is CASSSWDRGDTEAFF. Result: 0 (the TCR does not bind to the epitope). (2) Result: 0 (the TCR does not bind to the epitope). The epitope is LLSAGIFGA. The TCR CDR3 sequence is CASSLDPSGYNEQFF. (3) Result: 1 (the TCR binds to the epitope). The TCR CDR3 sequence is CASSGITSGEYTIYF. The epitope is HPVGEADYFEY. (4) Result: 0 (the TCR does not bind to the epitope). The epitope is YLNTLTLAV. The TCR CDR3 sequence is CAIGTSGKISYNEQFF. (5) The epitope is SSNVANYQK. The TCR CDR3 sequence is CSVDKLAGHTDTQYF. Result: 0 (the TCR does not bind to the epitope). (6) The epitope is TEILPVSMTK. The TCR CDR3 sequence is CASFPNTEAFF. Result: 0 (the TCR does not bind to the epitope). (7) The epitope is YLQPRTFLL. The TCR CDR3 sequence is CASSNSYGYTF. Result: 1 (the TCR binds to the epitope). (8) The epitope is KAYNVTQAF. The TCR CDR3 sequence is CASGRGDPRTDTQYF. Result: 1 (the TCR binds to the epitope). (9) The epitope is AMFWSVPTV. The TCR CDR3 sequence is CSVVGGLLEAFF. Result: 1 (the TCR binds to the epitope).